Dataset: Full USPTO retrosynthesis dataset with 1.9M reactions from patents (1976-2016). Task: Predict the reactants needed to synthesize the given product. (1) Given the product [NH4+:6].[OH-:28].[F:1][C:2]1[CH:34]=[CH:33][C:5]2[N:6]=[C:7]([CH:15]([NH:17][C:18]3[N:26]=[CH:25][N:24]=[C:23]4[C:19]=3[N:20]=[CH:21][NH:22]4)[CH3:16])[N:8]([C:9]3[CH:10]=[CH:11][CH:12]=[CH:13][CH:14]=3)[C:4]=2[C:3]=1[C:35]([N:62]1[CH2:67][CH2:66][O:65][CH2:64][CH2:63]1)=[O:36], predict the reactants needed to synthesize it. The reactants are: [F:1][C:2]1[CH:34]=[CH:33][C:5]2[N:6]=[C:7]([C@@H:15]([NH:17][C:18]3[N:26]=[CH:25][N:24]=[C:23]4[C:19]=3[N:20]=[CH:21][N:22]4C3CCCC[O:28]3)[CH3:16])[N:8]([C:9]3[CH:14]=[CH:13][CH:12]=[CH:11][CH:10]=3)[C:4]=2[C:3]=1[C:35](O)=[O:36].CN(C(ON1N=NC2C=CC=NC1=2)=[N+](C)C)C.F[P-](F)(F)(F)(F)F.[NH:62]1[CH2:67][CH2:66][O:65][CH2:64][CH2:63]1.CCN(C(C)C)C(C)C. (2) Given the product [NH2:25][C:14]1[N:13]=[C:12]([N:8]2[CH2:7][CH2:6][C:5]3[C:10](=[CH:11][C:2]([C:34]4[CH:35]=[N:36][N:37]([C:39]5([CH2:44][C:45]#[N:46])[CH2:43][CH2:42][CH2:41][CH2:40]5)[CH:38]=4)=[CH:3][CH:4]=3)[CH2:9]2)[CH:17]=[C:16]([N:18]2[CH2:19][CH2:20][N:21]([CH3:24])[CH2:22][CH2:23]2)[N:15]=1, predict the reactants needed to synthesize it. The reactants are: Br[C:2]1[CH:11]=[C:10]2[C:5]([CH2:6][CH2:7][N:8]([C:12]3[CH:17]=[C:16]([N:18]4[CH2:23][CH2:22][N:21]([CH3:24])[CH2:20][CH2:19]4)[N:15]=[C:14]([NH2:25])[N:13]=3)[CH2:9]2)=[CH:4][CH:3]=1.CC1(C)C(C)(C)OB([C:34]2[CH:35]=[N:36][N:37]([C:39]3([CH2:44][C:45]#[N:46])[CH2:43][CH2:42][CH2:41][CH2:40]3)[CH:38]=2)O1. (3) Given the product [Br:14][C:12]1[CH:13]=[C:8]([SH:7])[CH:9]=[C:10]([Br:15])[CH:11]=1, predict the reactants needed to synthesize it. The reactants are: [OH-].[Na+].C(N(CC)C(=O)[S:7][C:8]1[CH:13]=[C:12]([Br:14])[CH:11]=[C:10]([Br:15])[CH:9]=1)C. (4) Given the product [CH3:17][C:9]1[C:10]([N+:14]([O-:16])=[O:15])=[CH:11][CH:12]=[CH:13][C:8]=1/[CH:3]=[CH:2]/[C:1]([O:5][CH3:6])=[O:4], predict the reactants needed to synthesize it. The reactants are: [C:1]([O:5][CH3:6])(=[O:4])[CH:2]=[CH2:3].Br[C:8]1[CH:13]=[CH:12][CH:11]=[C:10]([N+:14]([O-:16])=[O:15])[C:9]=1[CH3:17].C(N(CC)CC)C.C1(C)C=CC=CC=1P(C1C=CC=CC=1C)C1C=CC=CC=1C.[Cl-].[NH4+]. (5) Given the product [Cl:20][C:19]([Cl:21])=[CH:18][CH2:17][O:16][C:13]1[CH:14]=[CH:15][C:10]([OH:9])=[CH:11][CH:12]=1, predict the reactants needed to synthesize it. The reactants are: C([O:9][C:10]1[CH:15]=[CH:14][C:13]([O:16][CH2:17][CH:18]=[C:19]([Cl:21])[Cl:20])=[CH:12][CH:11]=1)(=O)C1C=CC=CC=1.[OH-].[K+].Cl. (6) Given the product [OH:1][CH2:2][CH2:3][O:4][C:5]1[CH:6]=[CH:7][C:8]([C:11]2[O:15][C:14]([C:16]#[N:18])=[N:13][C:12]=2[C:19]2[CH:20]=[CH:21][C:22]([O:25][CH3:26])=[CH:23][CH:24]=2)=[CH:9][CH:10]=1, predict the reactants needed to synthesize it. The reactants are: [OH:1][CH2:2][CH2:3][O:4][C:5]1[CH:10]=[CH:9][C:8]([C:11]2[O:15][C:14]([C:16]([NH2:18])=O)=[N:13][C:12]=2[C:19]2[CH:24]=[CH:23][C:22]([O:25][CH3:26])=[CH:21][CH:20]=2)=[CH:7][CH:6]=1.N1C=CC=CC=1.FC(F)(F)C(OC(=O)C(F)(F)F)=O. (7) Given the product [C:1]([CH2:3][CH:4]([N:23]1[CH:27]=[C:26]([C:28]2[C:29]3[CH:36]=[CH:35][NH:34][C:30]=3[N:31]=[CH:32][N:33]=2)[CH:25]=[N:24]1)[CH2:5][N:6]1[CH2:11][CH2:10][CH:9]([O:12][C:13]2[CH:14]=[C:15]([CH:18]=[C:19]([F:21])[CH:20]=2)[C:16]#[N:17])[CH:8]([F:22])[CH2:7]1)#[N:2], predict the reactants needed to synthesize it. The reactants are: [C:1]([CH2:3][CH:4]([N:23]1[CH:27]=[C:26]([C:28]2[C:29]3[CH:36]=[CH:35][N:34](COCC[Si](C)(C)C)[C:30]=3[N:31]=[CH:32][N:33]=2)[CH:25]=[N:24]1)[CH2:5][N:6]1[CH2:11][CH2:10][CH:9]([O:12][C:13]2[CH:14]=[C:15]([CH:18]=[C:19]([F:21])[CH:20]=2)[C:16]#[N:17])[CH:8]([F:22])[CH2:7]1)#[N:2].C(O)(C(F)(F)F)=O. (8) Given the product [Cl:19][C:13]([CH2:12][CH2:11][CH:8]1[CH2:9][CH2:10][N:5]([C:3]([O:2][CH3:1])=[O:4])[CH2:6][CH2:7]1)=[O:15], predict the reactants needed to synthesize it. The reactants are: [CH3:1][O:2][C:3]([N:5]1[CH2:10][CH2:9][CH:8]([CH2:11][CH2:12][C:13]([OH:15])=O)[CH2:7][CH2:6]1)=[O:4].C(Cl)(=O)C([Cl:19])=O. (9) Given the product [OH:24][C:21]1[CH:20]=[CH:19][C:18]([CH2:11][C:12]2[CH:13]=[CH:14][CH:15]=[CH:16][CH:17]=2)=[CH:23][C:22]=1[C:4]1[C:3]([C:30]2[CH:31]=[C:26]([CH2:36][C:2]3[CH:9]=[CH:8][CH:5]=[CH:4][CH:3]=3)[CH:27]=[CH:28][C:29]=2[OH:25])=[C:2]([CH3:1])[CH:9]=[CH:8][C:5]=1[CH:6]=[O:7], predict the reactants needed to synthesize it. The reactants are: [CH:1](=O)[C:2]1[CH:9]=[CH:8][C:5]([CH:6]=[O:7])=[CH:4][CH:3]=1.[CH2:11]([C:18]1[CH:23]=[CH:22][C:21]([OH:24])=[CH:20][CH:19]=1)[C:12]1[CH:17]=[CH:16][CH:15]=[CH:14][CH:13]=1.[OH2:25].[C:26]1([CH3:36])[CH:31]=[CH:30][C:29](S(O)(=O)=O)=[CH:28][CH:27]=1. (10) Given the product [OH:16][NH:15][C:2](=[NH:1])[C:3]1[CH:4]=[CH:5][CH:6]=[C:11]([CH2:22][N:21]([CH2:20][CH2:19][O:18][CH3:17])[CH3:23])[CH:12]=1, predict the reactants needed to synthesize it. The reactants are: [NH2:1][C:2](=[N:15][OH:16])[C:3]1[CH:12]=[CH:11][C:6](C(OC)=O)=[CH:5][C:4]=1OC.[CH3:17][O:18][CH2:19][CH2:20][N:21]([CH2:23]C1C=C(C=CC=1)C#N)[CH3:22].